This data is from Full USPTO retrosynthesis dataset with 1.9M reactions from patents (1976-2016). The task is: Predict the reactants needed to synthesize the given product. (1) Given the product [F:31][C:28]([F:29])([F:30])[C:25]1[CH:24]=[CH:23][C:22]([NH:21][C:19]([C:15]2[CH:14]=[C:13]([N:10]3[CH2:11][C:6]4[CH:5]=[N:4][C:3]([S:2][CH3:1])=[N:8][C:7]=4[CH2:9]3)[CH:18]=[CH:17][N:16]=2)=[O:20])=[CH:27][CH:26]=1, predict the reactants needed to synthesize it. The reactants are: [CH3:1][S:2][C:3]1[N:4]=[CH:5][C:6]2[CH2:11][NH:10][CH2:9][C:7]=2[N:8]=1.Br[C:13]1[CH:18]=[CH:17][N:16]=[C:15]([C:19]([NH:21][C:22]2[CH:27]=[CH:26][C:25]([C:28]([F:31])([F:30])[F:29])=[CH:24][CH:23]=2)=[O:20])[CH:14]=1. (2) Given the product [CH3:1][C:2]1[S:3][CH:4]=[C:5]([C:7]2[S:11][C:10]([S:12]([NH:16][C:17]3[CH:18]=[C:19]([CH:24]=[CH:25][CH:26]=3)[C:20]([O:22][CH3:23])=[O:21])(=[O:14])=[O:13])=[CH:9][CH:8]=2)[N:6]=1, predict the reactants needed to synthesize it. The reactants are: [CH3:1][C:2]1[S:3][CH:4]=[C:5]([C:7]2[S:11][C:10]([S:12](Cl)(=[O:14])=[O:13])=[CH:9][CH:8]=2)[N:6]=1.[NH2:16][C:17]1[CH:18]=[C:19]([CH:24]=[CH:25][CH:26]=1)[C:20]([O:22][CH3:23])=[O:21]. (3) Given the product [C:26]([CH2:25][C:21]1[CH:20]=[C:19]([NH:18][C:17]([CH2:16][O:15][C:13]2[C:12]3[C:7](=[CH:8][C:9]([Cl:32])=[CH:10][CH:11]=3)[CH:6]=[C:5]([C:3]([OH:4])=[O:2])[CH:14]=2)=[O:31])[CH:24]=[CH:23][CH:22]=1)([OH:28])=[O:27], predict the reactants needed to synthesize it. The reactants are: C[O:2][C:3]([C:5]1[CH:14]=[C:13]([O:15][CH2:16][C:17](=[O:31])[NH:18][C:19]2[CH:24]=[CH:23][CH:22]=[C:21]([CH2:25][C:26]([O:28]CC)=[O:27])[CH:20]=2)[C:12]2[C:7](=[CH:8][C:9]([Cl:32])=[CH:10][CH:11]=2)[CH:6]=1)=[O:4].[Li+].[OH-]. (4) Given the product [Cl:1][C:2]1[C:3]([S:24]([N:27]([CH2:37][C:38]2[CH:43]=[CH:42][C:41]([O:44][CH3:45])=[CH:40][CH:39]=2)[CH2:28][C:29]2[CH:30]=[CH:31][C:32]([O:35][CH3:36])=[CH:33][CH:34]=2)(=[O:26])=[O:25])=[N:4][CH:5]=[C:6]([C:9]([N:11]2[CH2:12][CH2:13][CH:14]([C:17]3[CH:22]=[CH:21][C:20]([F:23])=[CH:19][CH:18]=3)[CH2:15][CH2:16]2)=[O:10])[C:7]=1[NH:52][C:51]1[CH:53]=[CH:54][C:48]([C:47]([F:46])([F:55])[F:56])=[CH:49][CH:50]=1, predict the reactants needed to synthesize it. The reactants are: [Cl:1][C:2]1[C:3]([S:24]([N:27]([CH2:37][C:38]2[CH:43]=[CH:42][C:41]([O:44][CH3:45])=[CH:40][CH:39]=2)[CH2:28][C:29]2[CH:34]=[CH:33][C:32]([O:35][CH3:36])=[CH:31][CH:30]=2)(=[O:26])=[O:25])=[N:4][CH:5]=[C:6]([C:9]([N:11]2[CH2:16][CH2:15][CH:14]([C:17]3[CH:22]=[CH:21][C:20]([F:23])=[CH:19][CH:18]=3)[CH2:13][CH2:12]2)=[O:10])[C:7]=1Cl.[F:46][C:47]([F:56])([F:55])[C:48]1[CH:54]=[CH:53][C:51]([NH2:52])=[CH:50][CH:49]=1. (5) Given the product [F:14][C:13]([F:16])([F:15])[C:12]1[C:7]([CH:19]=[O:20])=[CH:8][N:9]=[CH:10][CH:11]=1, predict the reactants needed to synthesize it. The reactants are: C([Li])CCC.Br[C:7]1[CH:8]=[N:9][CH:10]=[CH:11][C:12]=1[C:13]([F:16])([F:15])[F:14].CN(C)[CH:19]=[O:20].